This data is from Catalyst prediction with 721,799 reactions and 888 catalyst types from USPTO. The task is: Predict which catalyst facilitates the given reaction. (1) Reactant: [CH3:1][N:2]([CH3:10])[C:3](=[O:9])[C:4]([O:6]CC)=O.[CH3:11][CH:12]([CH3:16])[C:13](=[O:15])[CH3:14].CC(C)([O-])C.[K+]. Product: [CH3:10][N:2]([CH3:1])[C:3](=[O:9])[C:4](=[O:6])[CH2:14][C:13](=[O:15])[CH:12]([CH3:16])[CH3:11]. The catalyst class is: 559. (2) The catalyst class is: 6. Product: [Cl:19][C:17]1[CH:16]=[CH:15][C:14]2[N:8]([CH2:7][C:6]([CH3:52])([CH3:53])[CH2:5][OH:4])[C:9](=[O:51])[C@@H:10]([CH2:30][C:31]([NH:33][C:34]3[CH:35]=[C:36]([CH2:44][CH2:45][C:46]([OH:48])=[O:47])[CH:37]=[CH:38][C:39]=3[O:40][CH:41]([CH3:42])[CH3:43])=[O:32])[O:11][C@H:12]([C:20]3[CH:25]=[CH:24][CH:23]=[C:22]([O:26][CH3:27])[C:21]=3[O:28][CH3:29])[C:13]=2[CH:18]=1. Reactant: C([O:4][CH2:5][C:6]([CH3:53])([CH3:52])[CH2:7][N:8]1[C:14]2[CH:15]=[CH:16][C:17]([Cl:19])=[CH:18][C:13]=2[C@@H:12]([C:20]2[CH:25]=[CH:24][CH:23]=[C:22]([O:26][CH3:27])[C:21]=2[O:28][CH3:29])[O:11][C@H:10]([CH2:30][C:31]([NH:33][C:34]2[CH:35]=[C:36]([CH2:44][CH2:45][C:46]([O:48]CC)=[O:47])[CH:37]=[CH:38][C:39]=2[O:40][CH:41]([CH3:43])[CH3:42])=[O:32])[C:9]1=[O:51])(=O)C.[OH-].[Na+].C(O)C. (3) Reactant: [CH3:1][O:2][C:3]1[CH:4]=[CH:5][N:6]=[C:7]([CH2:11][S+:12]([O-:26])[C:13]2[NH:14][C:15]3[CH:16]=[CH:17][C:18]([O:22][CH:23]([F:25])[F:24])=[CH:19][C:20]=3[N:21]=2)[C:8]=1[O:9][CH3:10].[OH-:27].[Na+:28]. Product: [CH3:1][O:2][C:3]1[CH:4]=[CH:5][N:6]=[C:7]([CH2:11][S:12]([C:13]2[N-:14][C:15]3[CH:16]=[CH:17][C:18]([O:22][CH:23]([F:24])[F:25])=[CH:19][C:20]=3[N:21]=2)=[O:26])[C:8]=1[O:9][CH3:10].[CH3:1][O:2][C:3]1[CH:4]=[CH:5][N:6]=[C:7]([CH2:11][S:12]([C:13]2[N-:14][C:15]3[CH:16]=[CH:17][C:18]([O:22][CH:23]([F:24])[F:25])=[CH:19][C:20]=3[N:21]=2)=[O:26])[C:8]=1[O:9][CH3:10].[OH2:27].[OH2:2].[OH2:2].[Na+:28].[Na+:28]. The catalyst class is: 10.